This data is from Full USPTO retrosynthesis dataset with 1.9M reactions from patents (1976-2016). The task is: Predict the reactants needed to synthesize the given product. (1) Given the product [Cl:12][CH2:13][CH2:14][CH2:15][CH2:16][CH2:17][CH:18]=[N:11][NH:10][C:7]1[CH:8]=[CH:9][C:4]([C:2]#[N:3])=[CH:5][CH:6]=1, predict the reactants needed to synthesize it. The reactants are: Cl.[C:2]([C:4]1[CH:9]=[CH:8][C:7]([NH:10][NH2:11])=[CH:6][CH:5]=1)#[N:3].[Cl:12][CH2:13][CH2:14][CH2:15][CH2:16][CH2:17][CH:18]=O.C(N(CC)CC)C. (2) The reactants are: [C:1]([CH:4]([CH2:9][CH2:10][CH2:11][CH3:12])[C:5]([O:7]C)=[O:6])(=[O:3])[CH3:2].[OH-].[K+]. Given the product [C:1]([CH:4]([CH2:9][CH2:10][CH2:11][CH3:12])[C:5]([OH:7])=[O:6])(=[O:3])[CH3:2], predict the reactants needed to synthesize it. (3) Given the product [C:29]([NH:27][C:25]1[S:26][C:21]([C:22]2[N:1]=[C:2]([NH:4][CH2:5][CH2:6][CH2:7][C:8]([O:10][CH3:11])=[O:9])[S:3][CH:23]=2)=[C:20]([CH3:19])[N:24]=1)(=[O:30])[CH3:28], predict the reactants needed to synthesize it. The reactants are: [NH2:1][C:2]([NH:4][CH2:5][CH2:6][CH2:7][C:8]([O:10][CH3:11])=[O:9])=[S:3].OC1OC(C2[CH:19]=[C:20]([NH:24][C:25]([NH2:27])=[S:26])[CH:21]=[CH:22][CH:23]=2)=NN=1.[CH3:28][CH2:29][OH:30].CC(C)=O. (4) Given the product [N:32]1[CH:37]=[CH:36][C:35]([CH2:38][O:22][C:21]([C:20]2[N:11]([CH2:10][C:8]3[CH:7]=[CH:6][C:5]4[O:1][CH2:2][O:3][C:4]=4[CH:9]=3)[C:12](=[O:31])[C:13]3[C:18]([C:19]=2[C:24]2[CH:29]=[CH:28][CH:27]=[CH:26][CH:25]=2)=[CH:17][C:16]([Br:30])=[CH:15][CH:14]=3)=[O:23])=[CH:34][CH:33]=1, predict the reactants needed to synthesize it. The reactants are: [O:1]1[C:5]2[CH:6]=[CH:7][C:8]([CH2:10][N:11]3[C:20]([C:21]([OH:23])=[O:22])=[C:19]([C:24]4[CH:29]=[CH:28][CH:27]=[CH:26][CH:25]=4)[C:18]4[C:13](=[CH:14][CH:15]=[C:16]([Br:30])[CH:17]=4)[C:12]3=[O:31])=[CH:9][C:4]=2[O:3][CH2:2]1.[N:32]1[CH:37]=[CH:36][C:35]([CH2:38]O)=[CH:34][CH:33]=1.